Regression. Given a peptide amino acid sequence and an MHC pseudo amino acid sequence, predict their binding affinity value. This is MHC class I binding data. From a dataset of Peptide-MHC class I binding affinity with 185,985 pairs from IEDB/IMGT. (1) The peptide sequence is AEDLADHHV. The MHC is HLA-B57:01 with pseudo-sequence HLA-B57:01. The binding affinity (normalized) is 0.0847. (2) The peptide sequence is WEIQQVVDA. The MHC is HLA-B44:02 with pseudo-sequence HLA-B44:02. The binding affinity (normalized) is 0.0464.